This data is from Reaction yield outcomes from USPTO patents with 853,638 reactions. The task is: Predict the reaction yield, written as a fraction of the theoretical maximum amount of product (1.0 means a 100% yield; for example, 0.34 means a 34% yield). (1) The reactants are CC(C)([O-])C.[Na+].[C:7]([O:13][CH3:14])(=[O:12])[C:8]([O:10]C)=O.[C:15]([C:18]1[C:19](=[O:39])[N:20]([CH2:32][C:33]2[CH:38]=[CH:37][CH:36]=[CH:35][CH:34]=2)[C:21](=[O:31])[N:22]([CH2:24][C:25]2[CH:30]=[CH:29][CH:28]=[CH:27][CH:26]=2)[CH:23]=1)(=[O:17])[CH3:16]. The catalyst is C1COCC1. The product is [CH2:24]([N:22]1[CH:23]=[C:18]([C:15](=[O:17])[CH:16]=[C:8]([OH:10])[C:7]([O:13][CH3:14])=[O:12])[C:19](=[O:39])[N:20]([CH2:32][C:33]2[CH:38]=[CH:37][CH:36]=[CH:35][CH:34]=2)[C:21]1=[O:31])[C:25]1[CH:26]=[CH:27][CH:28]=[CH:29][CH:30]=1. The yield is 0.291. (2) The reactants are Br[C:2]1[CH:7]=[CH:6][CH:5]=[CH:4][C:3]=1[CH2:8][CH2:9][NH:10][C:11]([CH:13]1[CH2:18][CH:17]([CH3:19])[CH2:16][CH2:15][CH:14]1[CH:20]([CH3:22])[CH3:21])=[O:12].[C:23]([Cu])#[N:24]. The catalyst is CN1C(=O)CCC1. The product is [C:23]([C:2]1[CH:7]=[CH:6][CH:5]=[CH:4][C:3]=1[CH2:8][CH2:9][NH:10][C:11]([CH:13]1[CH2:18][CH:17]([CH3:19])[CH2:16][CH2:15][CH:14]1[CH:20]([CH3:22])[CH3:21])=[O:12])#[N:24]. The yield is 0.810. (3) The reactants are Cl.[NH:2]1[CH2:5][CH:4]([O:6][C:7]2[CH:15]=[CH:14][C:13]([C:16]([NH2:18])=[O:17])=[C:12]3[C:8]=2[CH:9]=[CH:10][NH:11]3)[CH2:3]1.[C:19](Cl)(=[O:22])[CH:20]=[CH2:21]. The catalyst is C(Cl)Cl. The product is [C:19]([N:2]1[CH2:5][CH:4]([O:6][C:7]2[CH:15]=[CH:14][C:13]([C:16]([NH2:18])=[O:17])=[C:12]3[C:8]=2[CH:9]=[CH:10][NH:11]3)[CH2:3]1)(=[O:22])[CH:20]=[CH2:21]. The yield is 0.681. (4) The reactants are [NH2:1][C@H:2]([C:6]([OH:8])=[O:7])[CH:3]([CH3:5])[CH3:4].[S:9]1[CH:13]=[CH:12][CH:11]=[C:10]1[C:14](Cl)=[O:15].Cl. The catalyst is [OH-].[Na+]. The product is [CH3:4][CH:3]([CH3:5])[C@H:2]([NH:1][C:14](=[O:15])[C:10]1[S:9][CH:13]=[CH:12][CH:11]=1)[C:6]([OH:8])=[O:7]. The yield is 0.890. (5) The reactants are C(O[C:6](=O)[NH:7][CH2:8][CH:9]([C:11]1[CH:16]=[CH:15][C:14]([F:17])=[CH:13][CH:12]=1)[OH:10])(C)(C)C.Cl[CH2:20]Cl. The catalyst is FC(F)(F)C(O)=O. The product is [F:17][C:14]1[CH:15]=[CH:16][C:11]([CH:9]2[O:10][CH2:20][CH2:6][NH:7][CH2:8]2)=[CH:12][CH:13]=1. The yield is 0.940. (6) The reactants are [NH2:1][C:2]1[N:6]=[CH:5][N:4]([C:7]2[CH:14]=[CH:13][C:12](/[CH:15]=[CH:16]/[CH:17]([C:22]3[CH:27]=[C:26]([Cl:28])[C:25]([Cl:29])=[C:24]([Cl:30])[CH:23]=3)[C:18]([F:21])([F:20])[F:19])=[CH:11][C:8]=2[C:9]#[N:10])[N:3]=1.[CH:31]1([C:34](Cl)=[O:35])[CH2:33][CH2:32]1. The catalyst is C(Cl)Cl. The product is [C:9]([C:8]1[CH:11]=[C:12](/[CH:15]=[CH:16]/[CH:17]([C:22]2[CH:23]=[C:24]([Cl:30])[C:25]([Cl:29])=[C:26]([Cl:28])[CH:27]=2)[C:18]([F:19])([F:20])[F:21])[CH:13]=[CH:14][C:7]=1[N:4]1[CH:5]=[N:6][C:2]([N:1]([C:34]([CH:31]2[CH2:33][CH2:32]2)=[O:35])[C:34]([CH:31]2[CH2:33][CH2:32]2)=[O:35])=[N:3]1)#[N:10]. The yield is 0.790.